From a dataset of Reaction yield outcomes from USPTO patents with 853,638 reactions. Predict the reaction yield, written as a fraction of the theoretical maximum amount of product (1.0 means a 100% yield; for example, 0.34 means a 34% yield). (1) The reactants are [Li+].[OH-].C([O:10][C:11]([CH:13]1[CH2:17][CH2:16][CH2:15][N:14]1[S:18](=[O:41])(=[O:40])[NH:19][C:20]1[C:21]([NH:31][C:32]2[CH:37]=[CH:36][C:35]([Br:38])=[CH:34][C:33]=2[F:39])=[C:22]([F:30])[C:23](=[O:29])[N:24]2[C:28]=1[CH2:27][CH2:26][CH2:25]2)=[O:12])C1C=CC=CC=1. The catalyst is CO.C1COCC1. The product is [Br:38][C:35]1[CH:36]=[CH:37][C:32]([NH:31][C:21]2[C:20]([NH:19][S:18]([N:14]3[CH2:15][CH2:16][CH2:17][CH:13]3[C:11]([OH:12])=[O:10])(=[O:41])=[O:40])=[C:28]3[N:24]([CH2:25][CH2:26][CH2:27]3)[C:23](=[O:29])[C:22]=2[F:30])=[C:33]([F:39])[CH:34]=1. The yield is 0.360. (2) The reactants are Br[C:2]1[CH:3]=[CH:4][C:5]2[N:11]3[CH:12]=[N:13][C:14]([C:15]([O:17][CH2:18][CH3:19])=[O:16])=[C:10]3[CH2:9][N:8]=[C:7]([C:20]3[CH:25]=[CH:24][CH:23]=[CH:22][CH:21]=3)[C:6]=2[CH:26]=1.[CH3:27][Si:28]([C:31]#[CH:32])([CH3:30])[CH3:29]. The catalyst is CC([O-])=O.CC([O-])=O.C1C=CC(P(C2C=CC=CC=2)C2C=CC=CC=2)=CC=1.C1C=CC(P(C2C=CC=CC=2)C2C=CC=CC=2)=CC=1.[Pd+2].C1(C)C=CC=CC=1. The product is [CH3:27][Si:28]([C:31]#[C:32][C:2]1[CH:3]=[CH:4][C:5]2[N:11]3[CH:12]=[N:13][C:14]([C:15]([O:17][CH2:18][CH3:19])=[O:16])=[C:10]3[CH2:9][N:8]=[C:7]([C:20]3[CH:25]=[CH:24][CH:23]=[CH:22][CH:21]=3)[C:6]=2[CH:26]=1)([CH3:30])[CH3:29]. The yield is 0.930. (3) The reactants are [C:1]([C:4]1[S:8][C:7]([CH3:9])=[N:6][C:5]=1[CH3:10])(=O)[CH3:2].C[O:12][CH:13](OC)[N:14]([CH3:16])[CH3:15]. No catalyst specified. The product is [CH3:10][C:5]1[N:6]=[C:7]([CH3:9])[S:8][C:4]=1/[CH:1]=[CH:2]/[C:13]([N:14]([CH3:16])[CH3:15])=[O:12]. The yield is 0.790. (4) The reactants are [Cl:1][C:2]1[CH:3]=[CH:4][C:5]([F:32])=[C:6]([NH:8][C:9]2[CH:14]=[C:13]([NH:15][CH:16]3[CH2:18][CH2:17]3)[N:12]3[N:19]=[CH:20][C:21](/[CH:22]=[C:23]4/[C:24](=[O:31])[N:25]([CH2:29][OH:30])[C:26](=[O:28])[NH:27]/4)=[C:11]3[N:10]=2)[CH:7]=1.[NH:33](C(OC(C)(C)C)=O)[CH2:34][C:35](O)=[O:36].C1(N=C=NC2CCCCC2)CCCCC1. The catalyst is CN(C=O)C.CN(C1C=CN=CC=1)C.C(OCC)(=O)C. The product is [ClH:1].[NH2:33][CH2:34][C:35]([O:30][CH2:29][N:25]1[C:24](=[O:31])/[C:23](=[CH:22]/[C:21]2[CH:20]=[N:19][N:12]3[C:13]([NH:15][CH:16]4[CH2:17][CH2:18]4)=[CH:14][C:9]([NH:8][C:6]4[CH:7]=[C:2]([Cl:1])[CH:3]=[CH:4][C:5]=4[F:32])=[N:10][C:11]=23)/[NH:27][C:26]1=[O:28])=[O:36]. The yield is 0.210. (5) The reactants are [N+:1]([C:4]1[CH:14]=[CH:13][C:7]([O:8][CH2:9][C:10]([OH:12])=O)=[CH:6][CH:5]=1)([O-:3])=[O:2].Cl.C([N:18](CC)[CH2:19][CH3:20])C.CC[N:25]=C=NCCCN(C)C.Cl.C(N(C(C)C)CC)(C)C. The catalyst is C1COCC1. The product is [N+:1]([C:4]1[CH:5]=[CH:6][C:7]([O:8][CH2:9][C:10]2[O:12][N:25]=[C:19]([CH3:20])[N:18]=2)=[CH:13][CH:14]=1)([O-:3])=[O:2]. The yield is 0.600. (6) The reactants are [Li]C(CC)C.CN(CCN(C)C)C.[CH3:14][O:15][C:16]1[CH:26]=[CH:25][C:19]2[CH2:20][C:21]([CH3:24])([CH3:23])[O:22][C:18]=2[CH:17]=1.[Li].[B:28](OC)([O:31]C)[O:29]C. The catalyst is C1COCC1. The product is [CH3:14][O:15][C:16]1[CH:26]=[CH:25][C:19]2[CH2:20][C:21]([CH3:24])([CH3:23])[O:22][C:18]=2[C:17]=1[B:28]([OH:31])[OH:29]. The yield is 0.530.